This data is from Full USPTO retrosynthesis dataset with 1.9M reactions from patents (1976-2016). The task is: Predict the reactants needed to synthesize the given product. (1) The reactants are: [CH3:1][CH:2]1[CH2:7][N:6]([C:8]2[CH:13]=[CH:12][C:11]([N+:14]([O-])=O)=[CH:10][CH:9]=2)[CH2:5][CH2:4][N:3]1[C:17]([O:19][C:20]([CH3:23])([CH3:22])[CH3:21])=[O:18].[H][H]. Given the product [NH2:14][C:11]1[CH:12]=[CH:13][C:8]([N:6]2[CH2:5][CH2:4][N:3]([C:17]([O:19][C:20]([CH3:23])([CH3:22])[CH3:21])=[O:18])[CH:2]([CH3:1])[CH2:7]2)=[CH:9][CH:10]=1, predict the reactants needed to synthesize it. (2) Given the product [CH3:1][O:2][C:3]1[CH:8]=[CH:7][C:6]2[C:11]3[N:12]=[CH:13][CH:14]=[C:15]([CH3:16])[C:10]=3[NH:9][C:5]=2[CH:4]=1, predict the reactants needed to synthesize it. The reactants are: [CH3:1][O:2][C:3]1[CH:4]=[C:5]([NH:9][C:10]2[CH:11]=[N:12][CH:13]=[CH:14][C:15]=2[CH3:16])[CH:6]=[CH:7][CH:8]=1. (3) Given the product [CH2:1]([O:64][C:62]([C@:5]12[CH2:34][CH2:33][C@@H:32]([C:35]([CH3:37])=[CH2:36])[C@@H:6]1[C@@H:7]1[C@@:2]([CH3:1])([CH2:3][CH2:4]2)[C@@:19]2([CH3:20])[CH:10]([C@:11]3([CH3:31])[C@@H:16]([CH2:17][CH2:18]2)[C:15]([CH3:22])([CH3:21])[C:14]([C:51]2[CH:56]=[CH:55][C:54]([CH2:57][CH2:58][C:59]([OH:61])=[O:60])=[CH:53][CH:52]=2)=[CH:13][CH2:12]3)[CH2:9][CH2:8]1)=[O:65])[C:2]1[CH:7]=[CH:6][CH:5]=[CH:4][CH:3]=1, predict the reactants needed to synthesize it. The reactants are: [CH3:1][C@:2]12[C@@:19]3([CH3:20])[CH:10]([C@:11]4([CH3:31])[C@@H:16]([CH2:17][CH2:18]3)[C:15]([CH3:22])([CH3:21])[C:14](OS(C(F)(F)F)(=O)=O)=[CH:13][CH2:12]4)[CH2:9][CH2:8][C@@H:7]1[C@H:6]1[C@H:32]([C:35]([CH3:37])=[CH2:36])[CH2:33][CH2:34][C@:5]1(C(OCC1C=CC=CC=1)=O)[CH2:4][CH2:3]2.B([C:51]1[CH:56]=[CH:55][C:54]([CH2:57][CH2:58][C:59]([OH:61])=[O:60])=[CH:53][CH:52]=1)(O)O.[C:62](=[O:65])([O-:64])[O-].[Na+].[Na+]. (4) Given the product [NH2:10][C:9]1[S:23][CH:22]=[CH:27][C:8]=1[C:7](=[O:6])[C:11]1[CH:16]=[CH:15][CH:14]=[C:13]([C:17]([F:18])([F:19])[F:20])[CH:12]=1, predict the reactants needed to synthesize it. The reactants are: CN(C=O)C.[O:6]=[C:7]([C:11]1[CH:16]=[CH:15][CH:14]=[C:13]([C:17]([F:20])([F:19])[F:18])[CH:12]=1)[CH2:8][C:9]#[N:10].O[CH:22]1[CH2:27]SC(O)C[S:23]1.C(N(CC)CC)C. (5) Given the product [CH2:1]([N:8]1[CH:12]=[C:11]([NH2:13])[C:10]([C:23]2[CH:28]=[CH:27][CH:26]=[CH:25][CH:24]=2)=[N:9]1)[C:2]1[CH:3]=[CH:4][CH:5]=[CH:6][CH:7]=1, predict the reactants needed to synthesize it. The reactants are: [CH2:1]([N:8]1[CH:12]=[C:11]([NH:13]C(=O)OCC[Si](C)(C)C)[C:10]([C:23]2[CH:28]=[CH:27][CH:26]=[CH:25][CH:24]=2)=[N:9]1)[C:2]1[CH:7]=[CH:6][CH:5]=[CH:4][CH:3]=1.O.[F-].C([N+](CCCC)(CCCC)CCCC)CCC.C1COCC1.